From a dataset of Peptide-MHC class II binding affinity with 134,281 pairs from IEDB. Regression. Given a peptide amino acid sequence and an MHC pseudo amino acid sequence, predict their binding affinity value. This is MHC class II binding data. (1) The peptide sequence is VCGMFTNRSGSQQ. The MHC is HLA-DPA10301-DPB10402 with pseudo-sequence HLA-DPA10301-DPB10402. The binding affinity (normalized) is 0. (2) The peptide sequence is YDKFLNNVSTVLTGK. The MHC is DRB1_0101 with pseudo-sequence DRB1_0101. The binding affinity (normalized) is 0.784. (3) The peptide sequence is DRAVKLYRKLKREIT. The MHC is DRB1_0901 with pseudo-sequence DRB1_0901. The binding affinity (normalized) is 0.184.